This data is from Catalyst prediction with 721,799 reactions and 888 catalyst types from USPTO. The task is: Predict which catalyst facilitates the given reaction. (1) Reactant: [CH3:1][S:2]([OH:4])=[O:3].[Na].Br[C:7]1[CH:12]=[CH:11][C:10]([OH:13])=[C:9]([F:14])[CH:8]=1.CNCCNC. Product: [F:14][C:9]1[CH:8]=[C:7]([S:2]([CH3:1])(=[O:4])=[O:3])[CH:12]=[CH:11][C:10]=1[OH:13]. The catalyst class is: 16. (2) Reactant: [Br:1][C:2]1[CH:3]=[C:4]([CH:7]=[CH:8][CH:9]=1)[CH:5]=O.Cl.[N:11]12[CH2:18][CH2:17][CH:14]([CH2:15][CH2:16]1)[C:13](=[O:19])[CH2:12]2.[OH-].[K+]. Product: [Br:1][C:2]1[CH:3]=[C:4]([CH:5]=[C:12]2[C:13](=[O:19])[CH:14]3[CH2:17][CH2:18][N:11]2[CH2:16][CH2:15]3)[CH:7]=[CH:8][CH:9]=1. The catalyst class is: 5. (3) Reactant: [CH3:1][C:2]1[CH:11]=[C:10]([N:12]2[CH2:16][CH2:15][CH:14]([C:17]3[CH:22]=[CH:21][CH:20]=[CH:19][CH:18]=3)[CH2:13]2)[C:9]2[C:4](=[CH:5][CH:6]=[C:7]([OH:23])[CH:8]=2)[N:3]=1.Br[CH2:25][C:26]1[CH:31]=[CH:30][C:29]([S:32]([CH3:35])(=[O:34])=[O:33])=[CH:28][CH:27]=1.C(=O)([O-])[O-].[Cs+].[Cs+]. Product: [CH3:35][S:32]([C:29]1[CH:30]=[CH:31][C:26]([CH2:25][O:23][C:7]2[CH:8]=[C:9]3[C:4](=[CH:5][CH:6]=2)[N:3]=[C:2]([CH3:1])[CH:11]=[C:10]3[N:12]2[CH2:16][CH2:15][CH:14]([C:17]3[CH:22]=[CH:21][CH:20]=[CH:19][CH:18]=3)[CH2:13]2)=[CH:27][CH:28]=1)(=[O:33])=[O:34]. The catalyst class is: 18. (4) Reactant: [NH2:1][C:2]1[CH:3]=[CH:4][C:5]([C:14]([OH:16])=[O:15])=[C:6]2[C:10]=1[O:9][CH:8]([CH2:11][O:12][CH3:13])[CH2:7]2.Cl[C:18]1[N:27]=[CH:26][C:25]2[N:24]([CH3:28])[C:23](=[O:29])[C@@H:22]([CH2:30][CH3:31])[N:21]([CH:32]3[CH2:36][CH2:35][CH2:34][CH2:33]3)[C:20]=2[N:19]=1.Cl. Product: [CH:32]1([N:21]2[C:20]3[N:19]=[C:18]([NH:1][C:2]4[CH:3]=[CH:4][C:5]([C:14]([OH:16])=[O:15])=[C:6]5[C:10]=4[O:9][CH:8]([CH2:11][O:12][CH3:13])[CH2:7]5)[N:27]=[CH:26][C:25]=3[N:24]([CH3:28])[C:23](=[O:29])[C@H:22]2[CH2:30][CH3:31])[CH2:33][CH2:34][CH2:35][CH2:36]1. The catalyst class is: 40. (5) Reactant: [C:1]([C:3]1[C:4]([N:12]=[CH:13][N:14](C)C)=[N:5][C:6]([CH:9]([CH3:11])[CH3:10])=[CH:7][CH:8]=1)#[N:2].[CH3:17][O:18][C:19](=[O:35])[C:20]1[CH:25]=[CH:24][C:23]([S:26][C:27]2[CH:32]=[CH:31][C:30]([OH:33])=[CH:29][CH:28]=2)=[C:22](N)[CH:21]=1.CCOC(C)=O.C([O-])([O-])=O.[K+].[K+]. Product: [CH3:17][O:18][C:19](=[O:35])[C:20]1[CH:21]=[CH:22][C:23]([S:26][C:27]2[CH:32]=[CH:31][C:30]([OH:33])=[CH:29][CH:28]=2)=[C:24]([NH:2][C:1]2[C:3]3[CH:8]=[CH:7][C:6]([CH:9]([CH3:10])[CH3:11])=[N:5][C:4]=3[N:12]=[CH:13][N:14]=2)[CH:25]=1. The catalyst class is: 313. (6) Reactant: [C:1]([NH:4][CH2:5][CH2:6][C:7]1[CH:12]=[CH:11][CH:10]=[CH:9][CH:8]=1)(=[O:3])[CH3:2].[H-].[Na+].[CH2:15](Br)[C:16]1[CH:21]=[CH:20][CH:19]=[CH:18][CH:17]=1. Product: [CH2:15]([N:4]([CH2:5][CH2:6][C:7]1[CH:12]=[CH:11][CH:10]=[CH:9][CH:8]=1)[C:1](=[O:3])[CH3:2])[C:16]1[CH:21]=[CH:20][CH:19]=[CH:18][CH:17]=1. The catalyst class is: 216. (7) Reactant: Br[C:2]1[CH:3]=[C:4]([N:13]([C@H:17]2[CH2:22][CH2:21][C@H:20]([N:23]([CH3:25])[CH3:24])[CH2:19][CH2:18]2)[CH2:14][CH2:15][CH3:16])[C:5]([CH3:12])=[C:6]([CH:11]=1)[C:7]([O:9][CH3:10])=[O:8].[CH3:26][O:27][CH2:28][CH2:29][O:30][C:31]1[CH:36]=[CH:35][C:34](B2OC(C)(C)C(C)(C)O2)=[CH:33][CH:32]=1.C([O-])([O-])=O.[Na+].[Na+]. Product: [CH3:24][N:23]([CH3:25])[C@H:20]1[CH2:21][CH2:22][C@H:17]([N:13]([CH2:14][CH2:15][CH3:16])[C:4]2[C:5]([CH3:12])=[C:6]([C:7]([O:9][CH3:10])=[O:8])[CH:11]=[C:2]([C:34]3[CH:35]=[CH:36][C:31]([O:30][CH2:29][CH2:28][O:27][CH3:26])=[CH:32][CH:33]=3)[CH:3]=2)[CH2:18][CH2:19]1. The catalyst class is: 70. (8) Reactant: Cl.[Cl:2][C:3]1[CH:4]=[C:5]2[C:10](=[CH:11][CH:12]=1)[N:9]=[C:8]([N:13]1[CH2:18][CH2:17][NH:16][CH2:15][CH2:14]1)[CH:7]=[CH:6]2.[CH:19]1([O:24][C:25]2[CH:33]=[CH:32][C:31]([S:34]([CH3:37])(=[O:36])=[O:35])=[CH:30][C:26]=2[C:27](O)=[O:28])[CH2:23][CH2:22][CH2:21][CH2:20]1.C(OCC)(=O)C. Product: [Cl:2][C:3]1[CH:4]=[C:5]2[C:10](=[CH:11][CH:12]=1)[N:9]=[C:8]([N:13]1[CH2:14][CH2:15][N:16]([C:27]([C:26]3[CH:30]=[C:31]([S:34]([CH3:37])(=[O:36])=[O:35])[CH:32]=[CH:33][C:25]=3[O:24][CH:19]3[CH2:23][CH2:22][CH2:21][CH2:20]3)=[O:28])[CH2:17][CH2:18]1)[CH:7]=[CH:6]2. The catalyst class is: 10. (9) Reactant: [Cl-].[C:2]([C:4]1[C:9]2[N:10]=[C:11]([CH2:13][P+](C3C=CC=CC=3)(C3C=CC=CC=3)C3C=CC=CC=3)[NH:12][C:8]=2[CH:7]=[C:6]([C:33]2[CH:38]=[CH:37][C:36]([O:39][CH2:40][CH3:41])=[C:35]([C:42]([F:45])([F:44])[F:43])[CH:34]=2)[N:5]=1)#[N:3].[Cl:46][CH2:47][CH:48]=O.N12CCCN=C1CCCCC2.C(O)C. Product: [Cl:46][CH2:47][CH:48]=[CH:13][C:11]1[NH:12][C:8]2[CH:7]=[C:6]([C:33]3[CH:38]=[CH:37][C:36]([O:39][CH2:40][CH3:41])=[C:35]([C:42]([F:44])([F:45])[F:43])[CH:34]=3)[N:5]=[C:4]([C:2]#[N:3])[C:9]=2[N:10]=1. The catalyst class is: 1. (10) Reactant: [Cl:1][C:2]1[CH:3]=[C:4]([CH:26]=[CH:27][C:28]=1[Cl:29])[CH:5]=[CH:6][C:7]1=[N:8][CH2:9][CH2:10][N:11]([CH3:25])[C:12]2[CH:17]=[C:16]([O:18]C3CCCCO3)[CH:15]=[CH:14][C:13]1=2.C1(C)C=CC(S(O)(=O)=O)=CC=1. Product: [ClH:1].[Cl:1][C:2]1[CH:3]=[C:4]([CH:26]=[CH:27][C:28]=1[Cl:29])[CH:5]=[CH:6][C:7]1=[N:8][CH2:9][CH2:10][N:11]([CH3:25])[C:12]2[CH:17]=[C:16]([OH:18])[CH:15]=[CH:14][C:13]1=2. The catalyst class is: 5.